Dataset: NCI-60 drug combinations with 297,098 pairs across 59 cell lines. Task: Regression. Given two drug SMILES strings and cell line genomic features, predict the synergy score measuring deviation from expected non-interaction effect. (1) Drug 1: C1=CC(=C2C(=C1NCCNCCO)C(=O)C3=C(C=CC(=C3C2=O)O)O)NCCNCCO. Drug 2: CN(C)C1=NC(=NC(=N1)N(C)C)N(C)C. Cell line: HS 578T. Synergy scores: CSS=37.4, Synergy_ZIP=11.5, Synergy_Bliss=10.1, Synergy_Loewe=-20.1, Synergy_HSA=5.29. (2) Drug 1: CC1C(C(CC(O1)OC2CC(CC3=C2C(=C4C(=C3O)C(=O)C5=C(C4=O)C(=CC=C5)OC)O)(C(=O)C)O)N)O.Cl. Drug 2: CC1C(C(CC(O1)OC2CC(CC3=C2C(=C4C(=C3O)C(=O)C5=C(C4=O)C(=CC=C5)OC)O)(C(=O)CO)O)N)O.Cl. Cell line: KM12. Synergy scores: CSS=38.1, Synergy_ZIP=2.64, Synergy_Bliss=5.18, Synergy_Loewe=3.32, Synergy_HSA=5.94. (3) Drug 1: CC(C1=C(C=CC(=C1Cl)F)Cl)OC2=C(N=CC(=C2)C3=CN(N=C3)C4CCNCC4)N. Drug 2: CC1=C(C=C(C=C1)NC2=NC=CC(=N2)N(C)C3=CC4=NN(C(=C4C=C3)C)C)S(=O)(=O)N.Cl. Cell line: NCI-H460. Synergy scores: CSS=4.36, Synergy_ZIP=-0.172, Synergy_Bliss=4.17, Synergy_Loewe=-5.63, Synergy_HSA=1.16. (4) Synergy scores: CSS=35.3, Synergy_ZIP=-3.75, Synergy_Bliss=-4.03, Synergy_Loewe=-15.2, Synergy_HSA=-1.32. Drug 2: CC1C(C(CC(O1)OC2CC(CC3=C2C(=C4C(=C3O)C(=O)C5=CC=CC=C5C4=O)O)(C(=O)C)O)N)O. Cell line: HCT116. Drug 1: C1=CC(=CC=C1CC(C(=O)O)N)N(CCCl)CCCl.Cl. (5) Drug 1: C1CCC(C1)C(CC#N)N2C=C(C=N2)C3=C4C=CNC4=NC=N3. Drug 2: CC=C1C(=O)NC(C(=O)OC2CC(=O)NC(C(=O)NC(CSSCCC=C2)C(=O)N1)C(C)C)C(C)C. Synergy scores: CSS=31.7, Synergy_ZIP=-8.78, Synergy_Bliss=-15.0, Synergy_Loewe=-40.8, Synergy_HSA=-13.4. Cell line: SF-539. (6) Drug 1: C1CCN(CC1)CCOC2=CC=C(C=C2)C(=O)C3=C(SC4=C3C=CC(=C4)O)C5=CC=C(C=C5)O. Drug 2: CC(C)CN1C=NC2=C1C3=CC=CC=C3N=C2N. Cell line: MDA-MB-231. Synergy scores: CSS=-8.40, Synergy_ZIP=3.77, Synergy_Bliss=-0.732, Synergy_Loewe=-11.4, Synergy_HSA=-6.81. (7) Drug 1: CC12CCC3C(C1CCC2=O)CC(=C)C4=CC(=O)C=CC34C. Drug 2: C1C(C(OC1N2C=C(C(=O)NC2=O)F)CO)O. Cell line: SK-MEL-28. Synergy scores: CSS=32.2, Synergy_ZIP=-8.25, Synergy_Bliss=-4.43, Synergy_Loewe=-3.29, Synergy_HSA=-1.51.